The task is: Predict the product of the given reaction.. This data is from Forward reaction prediction with 1.9M reactions from USPTO patents (1976-2016). (1) Given the reactants [Li]CCCC.CCCCCC.Br[C:13]1[CH:18]=[CH:17][C:16]([O:19][CH3:20])=[CH:15][C:14]=1[C:21]1[CH:26]=[CH:25][CH:24]=[CH:23][CH:22]=1.C[O:28][B:29](OC)[O:30]C.Cl, predict the reaction product. The product is: [CH3:20][O:19][C:16]1[CH:17]=[CH:18][C:13]([B:29]([OH:30])[OH:28])=[C:14]([C:21]2[CH:26]=[CH:25][CH:24]=[CH:23][CH:22]=2)[CH:15]=1. (2) Given the reactants [CH3:1][N:2]([CH2:4][C:5]1[C:13]2[O:12][N:11]=[C:10]([CH2:14][CH2:15][CH:16]3[CH2:21][CH2:20][N:19]([C:22]4[CH:27]=[CH:26][CH:25]=[CH:24][CH:23]=4)[CH2:18][CH2:17]3)[C:9]=2[CH:8]=[CH:7][C:6]=1[O:28][CH2:29][CH:30]1[CH2:32][CH2:31]1)[CH3:3].[C:33]([OH:40])(=[O:39])/[CH:34]=[CH:35]/[C:36]([OH:38])=[O:37], predict the reaction product. The product is: [C:33]([OH:40])(=[O:39])/[CH:34]=[CH:35]/[C:36]([OH:38])=[O:37].[CH3:1][N:2]([CH2:4][C:5]1[C:13]2[O:12][N:11]=[C:10]([CH2:14][CH2:15][CH:16]3[CH2:17][CH2:18][N:19]([C:22]4[CH:23]=[CH:24][CH:25]=[CH:26][CH:27]=4)[CH2:20][CH2:21]3)[C:9]=2[CH:8]=[CH:7][C:6]=1[O:28][CH2:29][CH:30]1[CH2:31][CH2:32]1)[CH3:3]. (3) Given the reactants [NH2:1][CH2:2][C@@H:3]([OH:20])[CH2:4][N:5]1[CH2:10][CH2:9][CH:8]([O:11][C:12]2[CH:17]=[CH:16][C:15]([Cl:18])=[C:14]([Cl:19])[CH:13]=2)[CH2:7][CH2:6]1.[O:21]=[C:22]1[NH:26][C:25]2[CH:27]=[CH:28][C:29]([C:31]([OH:33])=[O:32])=[CH:30][C:24]=2[S:23]1, predict the reaction product. The product is: [C:31]([OH:33])(=[O:32])[CH3:29].[Cl:19][C:14]1[CH:13]=[C:12]([CH:17]=[CH:16][C:15]=1[Cl:18])[O:11][CH:8]1[CH2:9][CH2:10][N:5]([CH2:4][C@H:3]([OH:20])[CH2:2][NH:1][C:31]([C:29]2[CH:28]=[CH:27][C:25]3[NH:26][C:22](=[O:21])[S:23][C:24]=3[CH:30]=2)=[O:32])[CH2:6][CH2:7]1. (4) Given the reactants [Br:1][C:2]1[CH:7]=[CH:6][C:5]([C:8]([C:10]2[CH:15]=[CH:14][CH:13]=[CH:12][CH:11]=2)=[O:9])=[CH:4][CH:3]=1.[BH4-].[Na+].CC(C)=O, predict the reaction product. The product is: [Br:1][C:2]1[CH:3]=[CH:4][C:5]([CH:8]([C:10]2[CH:11]=[CH:12][CH:13]=[CH:14][CH:15]=2)[OH:9])=[CH:6][CH:7]=1. (5) Given the reactants [CH3:1][C@@:2]1([C:14]([O:16][CH3:17])=[O:15])[CH2:6][CH2:5][CH2:4][N:3]1[C:7]([O:9][C:10]([CH3:13])([CH3:12])[CH3:11])=[O:8].C(OCC)(=[O:20])C, predict the reaction product. The product is: [CH3:1][C@@:2]1([C:14]([O:16][CH3:17])=[O:15])[CH2:6][CH2:5][C:4](=[O:20])[N:3]1[C:7]([O:9][C:10]([CH3:11])([CH3:12])[CH3:13])=[O:8]. (6) Given the reactants [CH3:1][O:2][C:3]1[CH:4]=[C:5]2[C:10](=[CH:11][CH:12]=1)[CH:9]=[C:8]([C:13]#[C:14]C(C)(O)C)[CH:7]=[CH:6]2.[OH-].[Na+].O, predict the reaction product. The product is: [C:13]([C:8]1[CH:7]=[CH:6][C:5]2[C:10](=[CH:11][CH:12]=[C:3]([O:2][CH3:1])[CH:4]=2)[CH:9]=1)#[CH:14]. (7) Given the reactants CO[C:3](=[O:20])[C@@H:4]([N:6]([C:10]([O:12][CH2:13][C:14]1[CH:19]=[CH:18][CH:17]=[CH:16][CH:15]=1)=[O:11])[CH2:7][CH:8]=O)[CH3:5].Cl.[CH3:22][O:23][C:24](=[O:30])[CH2:25][C@H:26]([OH:29])[CH2:27][NH2:28], predict the reaction product. The product is: [CH2:13]([O:12][C:10]([N:6]1[CH2:7][CH2:8][N:28]([CH2:27][C@@H:26]([OH:29])[CH2:25][C:24]([O:23][CH3:22])=[O:30])[C:3](=[O:20])[C@@H:4]1[CH3:5])=[O:11])[C:14]1[CH:15]=[CH:16][CH:17]=[CH:18][CH:19]=1.